Dataset: Reaction yield outcomes from USPTO patents with 853,638 reactions. Task: Predict the reaction yield, written as a fraction of the theoretical maximum amount of product (1.0 means a 100% yield; for example, 0.34 means a 34% yield). (1) The reactants are [C:1]([N:5]1[C:13]2[C:8](=[CH:9][C:10]([N+:14]([O-])=O)=[CH:11][CH:12]=2)[CH:7]=[CH:6]1)([CH3:4])([CH3:3])[CH3:2]. The catalyst is CO.[Ni]. The product is [C:1]([N:5]1[C:13]2[C:8](=[CH:9][C:10]([NH2:14])=[CH:11][CH:12]=2)[CH:7]=[CH:6]1)([CH3:4])([CH3:2])[CH3:3]. The yield is 0.450. (2) The reactants are [C:1]([O:6][CH2:7][CH3:8])(=[O:5])[C:2]([CH3:4])=[O:3].N1C(C)=CC=CC=1C.[CH3:17][C:18]([CH3:22])([CH3:21])[C:19]#[N:20]. No catalyst specified. The product is [C:18]([C:19]1[O:3][C:2]([C:1]([O:6][CH2:7][CH3:8])=[O:5])=[CH:4][N:20]=1)([CH3:22])([CH3:21])[CH3:17]. The yield is 0.290. (3) The reactants are [OH:1][C:2]1[C:7]([CH3:8])=[CH:6][CH:5]=[CH:4][C:3]=1[C:9](=O)[CH3:10].CC([O-])=O.[Na+].Cl.[NH2:18][OH:19]. The catalyst is CO.[Cl-].[Na+].O. The product is [OH:1][C:2]1[C:7]([CH3:8])=[CH:6][CH:5]=[CH:4][C:3]=1/[C:9](=[N:18]/[OH:19])/[CH3:10]. The yield is 0.890. (4) The reactants are [NH2:1][C:2]1[C:10]([Br:11])=[CH:9][C:8]([CH3:12])=[CH:7][C:3]=1[C:4](O)=[O:5].C(O)(=O)C.[CH:17](N)=[NH:18]. The catalyst is C(O)C. The product is [Br:11][C:10]1[CH:9]=[C:8]([CH3:12])[CH:7]=[C:3]2[C:2]=1[N:1]=[CH:17][N:18]=[C:4]2[OH:5]. The yield is 0.990. (5) The reactants are [CH2:1]([O:3][C:4]1[CH:5]=[C:6]([CH:12]([NH2:18])[CH2:13][S:14]([CH3:17])(=[O:16])=[O:15])[CH:7]=[CH:8][C:9]=1[O:10][CH3:11])[CH3:2].[C:19]([NH:22][C:23]1[CH:33]=[CH:32][CH:31]=[C:25]2[C:26]([O:28][C:29](=O)[C:24]=12)=[O:27])(=[O:21])[CH3:20]. The catalyst is C(O)(=O)C. The product is [CH2:1]([O:3][C:4]1[CH:5]=[C:6]([CH:12]([N:18]2[C:29](=[O:28])[C:24]3[C:25](=[CH:31][CH:32]=[CH:33][C:23]=3[NH:22][C:19](=[O:21])[CH3:20])[C:26]2=[O:27])[CH2:13][S:14]([CH3:17])(=[O:16])=[O:15])[CH:7]=[CH:8][C:9]=1[O:10][CH3:11])[CH3:2]. The yield is 0.590. (6) The reactants are C([O:3][C:4]([C:6]1[N:7]=[C:8]([CH:11]2[CH2:16][CH2:15][CH2:14][CH2:13][CH2:12]2)[S:9][CH:10]=1)=[O:5])C.[Li+].[OH-]. The catalyst is O. The product is [CH:11]1([C:8]2[S:9][CH:10]=[C:6]([C:4]([OH:5])=[O:3])[N:7]=2)[CH2:12][CH2:13][CH2:14][CH2:15][CH2:16]1. The yield is 0.830.